Dataset: Reaction yield outcomes from USPTO patents with 853,638 reactions. Task: Predict the reaction yield, written as a fraction of the theoretical maximum amount of product (1.0 means a 100% yield; for example, 0.34 means a 34% yield). (1) The yield is 0.950. The reactants are Br[CH2:2][CH2:3][O:4][CH2:5][CH2:6][N:7]1[C:11]2[CH:12]=[CH:13][CH:14]=[CH:15][C:10]=2[N:9]([C:16]2[CH:21]=[CH:20][CH:19]=[CH:18][C:17]=2[F:22])[S:8]1(=[O:24])=[O:23].[CH3:25][NH:26][CH3:27]. The product is [F:22][C:17]1[CH:18]=[CH:19][CH:20]=[CH:21][C:16]=1[N:9]1[C:10]2[CH:15]=[CH:14][CH:13]=[CH:12][C:11]=2[N:7]([CH2:6][CH2:5][O:4][CH2:3][CH2:2][N:26]([CH3:27])[CH3:25])[S:8]1(=[O:24])=[O:23]. No catalyst specified. (2) The reactants are COC1C=C(C=C(OC)C=1)CC1C2C(=CC=CC=2CCC2C=CC(C(O)=O)=CC=2)CC=1.[CH3:32][O:33][C:34]1[CH:61]=[CH:60][C:59]([O:62][CH3:63])=[CH:58][C:35]=1[CH2:36][C:37]1[C:45]2[C:40](=[CH:41][CH:42]=[CH:43][C:44]=2[CH2:46][CH2:47][C:48]2[CH:57]=[CH:56][C:51]([C:52]([O:54]C)=[O:53])=[CH:50][CH:49]=2)[CH2:39][CH:38]=1.[Li+].[OH-]. The catalyst is C1COCC1. The product is [CH3:32][O:33][C:34]1[CH:61]=[CH:60][C:59]([O:62][CH3:63])=[CH:58][C:35]=1[CH2:36][C:37]1[C:45]2[C:40](=[CH:41][CH:42]=[CH:43][C:44]=2[CH2:46][CH2:47][C:48]2[CH:57]=[CH:56][C:51]([C:52]([OH:54])=[O:53])=[CH:50][CH:49]=2)[CH2:39][CH:38]=1.[CH3:32][O:33][C:34]1[CH:61]=[CH:60][C:59]([O:62][CH3:63])=[CH:58][C:35]=1/[CH:36]=[C:37]1\[CH2:38][CH2:39][C:40]2[C:45]\1=[C:44]([CH2:46][CH2:47][C:48]1[CH:57]=[CH:56][C:51]([C:52]([OH:54])=[O:53])=[CH:50][CH:49]=1)[CH:43]=[CH:42][CH:41]=2. The yield is 0.470. (3) The reactants are [Cl:1][C:2]1[CH:3]=[C:4]2[C:9](=[CH:10][C:11]=1[O:12][C:13]1[CH:18]=[CH:17][C:16]([C:19](=[O:34])[NH:20][C:21]3[CH:26]=[CH:25][CH:24]=[C:23]([C:27]4[CH:32]=[CH:31][CH:30]=[CH:29][C:28]=4[Cl:33])[N:22]=3)=[CH:15][CH:14]=1)[O:8][CH2:7][CH2:6][CH:5]2[C:35]([O:37]CC)=[O:36].[OH-].[Na+]. The catalyst is C1COCC1.C(O)C. The yield is 0.700. The product is [Cl:1][C:2]1[CH:3]=[C:4]2[C:9](=[CH:10][C:11]=1[O:12][C:13]1[CH:14]=[CH:15][C:16]([C:19](=[O:34])[NH:20][C:21]3[CH:26]=[CH:25][CH:24]=[C:23]([C:27]4[CH:32]=[CH:31][CH:30]=[CH:29][C:28]=4[Cl:33])[N:22]=3)=[CH:17][CH:18]=1)[O:8][CH2:7][CH2:6][CH:5]2[C:35]([OH:37])=[O:36]. (4) The reactants are [CH3:1][O:2][C:3]1[CH:4]=[C:5]([C:9]2[CH:17]=[CH:16][CH:15]=[C:14]3[C:10]=2[CH2:11][C:12](=[O:18])[NH:13]3)[CH:6]=[CH:7][CH:8]=1.[N:19]1([CH2:24][CH2:25][NH:26][C:27]([C:29]2[C:33]([CH3:34])=[C:32]([CH:35]=O)[NH:31][C:30]=2[CH3:37])=[O:28])[CH2:23][CH2:22][CH2:21][CH2:20]1. The catalyst is C(O)C.N1CCCCC1. The product is [N:19]1([CH2:24][CH2:25][NH:26][C:27]([C:29]2[C:33]([CH3:34])=[C:32]([CH:35]=[C:11]3[C:10]4[C:14](=[CH:15][CH:16]=[CH:17][C:9]=4[C:5]4[CH:6]=[CH:7][CH:8]=[C:3]([O:2][CH3:1])[CH:4]=4)[NH:13][C:12]3=[O:18])[NH:31][C:30]=2[CH3:37])=[O:28])[CH2:23][CH2:22][CH2:21][CH2:20]1. The yield is 0.800. (5) The reactants are [OH:1][C:2]1[C:6]([C:7]([O:9][CH2:10][CH3:11])=[O:8])=[CH:5][N:4]([C:12]([O:14][C:15]([CH3:18])([CH3:17])[CH3:16])=[O:13])[N:3]=1.[CH3:19]C#N.C(=O)([O-])[O-].[K+].[K+].IC. No catalyst specified. The product is [CH3:19][O:1][C:2]1[C:6]([C:7]([O:9][CH2:10][CH3:11])=[O:8])=[CH:5][N:4]([C:12]([O:14][C:15]([CH3:17])([CH3:16])[CH3:18])=[O:13])[N:3]=1. The yield is 0.320. (6) The reactants are [F:1][C:2]1[CH:7]=[CH:6][C:5]([C:8]2[O:9][CH:10]=[C:11]([C:13]([CH3:17])([CH3:16])[CH2:14][NH2:15])[N:12]=2)=[CH:4][CH:3]=1.[F:18][C:19]([F:37])([F:36])[C:20]([C:22]1[S:26][CH:25]=[C:24]([C:27]2[CH:28]=[C:29]([CH:33]=[CH:34][CH:35]=2)[C:30](O)=[O:31])[CH:23]=1)=[O:21]. No catalyst specified. The product is [F:1][C:2]1[CH:3]=[CH:4][C:5]([C:8]2[O:9][CH:10]=[C:11]([C:13]([CH3:17])([CH3:16])[CH2:14][NH:15][C:30](=[O:31])[C:29]3[CH:33]=[CH:34][CH:35]=[C:27]([C:24]4[CH:23]=[C:22]([C:20](=[O:21])[C:19]([F:18])([F:36])[F:37])[S:26][CH:25]=4)[CH:28]=3)[N:12]=2)=[CH:6][CH:7]=1. The yield is 0.170.